From a dataset of Full USPTO retrosynthesis dataset with 1.9M reactions from patents (1976-2016). Predict the reactants needed to synthesize the given product. (1) Given the product [CH3:38][O:39][CH2:40][C@H:41]([N:46]1[CH2:54][C:53]2[C:48](=[CH:49][CH:50]=[C:51]([C:55]3[CH:56]=[CH:57][C:58]([NH:61][C:62]([NH:64][C:65]4[CH:70]=[CH:69][CH:68]=[C:67]([C:71]([F:74])([F:72])[F:73])[CH:66]=4)=[O:63])=[CH:59][CH:60]=3)[CH:52]=2)[C:47]1=[O:75])[C:42]([OH:44])=[O:43], predict the reactants needed to synthesize it. The reactants are: CC(C)[C@@H](N1CC2C(=CC=C(C3C=CC(NC(NC4C=CC=C(C(F)(F)F)C=4)=O)=CC=3)C=2)C1=O)C(O)=O.[CH3:38][O:39][CH2:40][C@H:41]([N:46]1[CH2:54][C:53]2[C:48](=[CH:49][CH:50]=[C:51]([C:55]3[CH:60]=[CH:59][C:58]([NH:61][C:62]([NH:64][C:65]4[CH:70]=[CH:69][CH:68]=[C:67]([C:71]([F:74])([F:73])[F:72])[CH:66]=4)=[O:63])=[CH:57][CH:56]=3)[CH:52]=2)[C:47]1=[O:75])[C:42]([O:44]C)=[O:43]. (2) Given the product [C:1]([O:5][C:6](=[O:36])[CH2:7][CH:8]([NH:15][S:16]([C:19]1[CH:24]=[CH:23][C:22]([NH2:25])=[CH:21][C:20]=1[O:28][CH2:29][C:30]1[CH:35]=[CH:34][CH:33]=[CH:32][CH:31]=1)(=[O:18])=[O:17])[C:9]([N:11]([O:13][CH3:14])[CH3:12])=[O:10])([CH3:4])([CH3:2])[CH3:3], predict the reactants needed to synthesize it. The reactants are: [C:1]([O:5][C:6](=[O:36])[CH2:7][CH:8]([NH:15][S:16]([C:19]1[CH:24]=[CH:23][C:22]([N+:25]([O-])=O)=[CH:21][C:20]=1[O:28][CH2:29][C:30]1[CH:35]=[CH:34][CH:33]=[CH:32][CH:31]=1)(=[O:18])=[O:17])[C:9]([N:11]([O:13][CH3:14])[CH3:12])=[O:10])([CH3:4])([CH3:3])[CH3:2].